Task: Predict the product of the given reaction.. Dataset: Forward reaction prediction with 1.9M reactions from USPTO patents (1976-2016) (1) Given the reactants Cl[CH2:2][CH2:3][C:4]([C:6]1[CH:7]=[CH:8][C:9]2[N:10]([CH2:24][CH2:25][NH:26][S:27]([C:30]3[CH:35]=[CH:34][CH:33]=[CH:32][C:31]=3[N+:36]([O-:38])=[O:37])(=[O:29])=[O:28])[C:11]3[C:16]([C:17]=2[CH:18]=1)=[CH:15][C:14]([C:19](=[O:23])[CH2:20][CH2:21]Cl)=[CH:13][CH:12]=3)=[O:5], predict the reaction product. The product is: [O:5]=[C:4]1[C:6]2[CH:7]=[CH:8][C:9]3[N:10]([CH2:24][CH2:25][NH:26][S:27]([C:30]4[CH:35]=[CH:34][CH:33]=[CH:32][C:31]=4[N+:36]([O-:38])=[O:37])(=[O:29])=[O:28])[C:11]4[CH:12]=[CH:13][C:14]5[C:19](=[O:23])[CH2:20][CH2:21][C:15]=5[C:16]=4[C:17]=3[C:18]=2[CH2:2][CH2:3]1. (2) Given the reactants [Cl:1][C:2]1[CH:3]=[C:4]2[C:9](=[CH:10][CH:11]=1)[N:8]=[CH:7][N:6]=[C:5]2O.P(Cl)(Cl)([Cl:15])=O.C(N(CC)CC)C.C1(C)C=CC=CC=1, predict the reaction product. The product is: [Cl:15][C:5]1[C:4]2[C:9](=[CH:10][CH:11]=[C:2]([Cl:1])[CH:3]=2)[N:8]=[CH:7][N:6]=1.